From a dataset of Forward reaction prediction with 1.9M reactions from USPTO patents (1976-2016). Predict the product of the given reaction. (1) Given the reactants [CH3:1][O:2][C:3]1[CH:8]=[CH:7][N:6]=[C:5]([NH:9][CH3:10])[CH:4]=1.Cl[C:12]1[CH:17]=[CH:16][N:15]=[C:14]([NH:18][C:19]2[CH:24]=[C:23]([N:25]3[CH2:30][CH2:29][O:28][CH2:27][CH2:26]3)[CH:22]=[C:21]([N:31]3[CH2:36][CH2:35][O:34][CH2:33][CH2:32]3)[CH:20]=2)[N:13]=1.C(=O)([O-])[O-].[K+].[K+].CC1(C)C2C=CC=C(P(C3C=CC=CC=3)C3C=CC=CC=3)C=2OC2C1=CC=CC=2P(C1C=CC=CC=1)C1C=CC=CC=1, predict the reaction product. The product is: [N:31]1([C:21]2[CH:20]=[C:19]([NH:18][C:14]3[N:13]=[C:12]([N:9]([C:5]4[CH:4]=[C:3]([O:2][CH3:1])[CH:8]=[CH:7][N:6]=4)[CH3:10])[CH:17]=[CH:16][N:15]=3)[CH:24]=[C:23]([N:25]3[CH2:30][CH2:29][O:28][CH2:27][CH2:26]3)[CH:22]=2)[CH2:36][CH2:35][O:34][CH2:33][CH2:32]1. (2) The product is: [Ca:5].[NH2:6][C@H:7]([C:12]([OH:14])=[O:13])[CH2:8][C:9]([OH:11])=[O:10]. Given the reactants C(=O)([O-])[O-].[Ca+2:5].[NH2:6][C@H:7]([C:12]([OH:14])=[O:13])[CH2:8][C:9]([OH:11])=[O:10], predict the reaction product. (3) Given the reactants Br[C:2]1[CH:7]=[C:6]([F:8])[CH:5]=[C:4]([F:9])[CH:3]=1.[C:10]1(=[O:14])[CH2:13][CH2:12][CH2:11]1, predict the reaction product. The product is: [F:9][C:4]1[CH:3]=[C:2]([C:10]2([OH:14])[CH2:13][CH2:12][CH2:11]2)[CH:7]=[C:6]([F:8])[CH:5]=1. (4) Given the reactants [CH:1]([N:3]1[CH:7]=[N:6][CH:5]=[N:4]1)=[CH2:2].[CH2:8]([O:15][C:16]1[CH:21]=[C:20](I)[CH:19]=[CH:18][C:17]=1[N:23]1[S:27](=[O:29])(=[O:28])[NH:26][C:25](=[O:30])[CH2:24]1)[C:9]1[CH:14]=[CH:13][CH:12]=[CH:11][CH:10]=1.C(N(CC)CC)C, predict the reaction product. The product is: [CH2:8]([O:15][C:16]1[CH:21]=[C:20](/[CH:2]=[CH:1]/[N:3]2[CH:7]=[N:6][CH:5]=[N:4]2)[CH:19]=[CH:18][C:17]=1[N:23]1[S:27](=[O:29])(=[O:28])[NH:26][C:25](=[O:30])[CH2:24]1)[C:9]1[CH:10]=[CH:11][CH:12]=[CH:13][CH:14]=1. (5) Given the reactants [CH3:1][Mg]Br.[Cl:4][C:5]1[CH:12]=[C:11]([C:13]2[CH:14]=[N:15][CH:16]=[CH:17][C:18]=2[CH:19]=[O:20])[CH:10]=[CH:9][C:6]=1[C:7]#[N:8], predict the reaction product. The product is: [Cl:4][C:5]1[CH:12]=[C:11]([C:13]2[CH:14]=[N:15][CH:16]=[CH:17][C:18]=2[CH:19]([OH:20])[CH3:1])[CH:10]=[CH:9][C:6]=1[C:7]#[N:8]. (6) Given the reactants [H-].[Na+].[O:3]=[C:4]([CH2:11][CH2:12][CH3:13])[CH2:5][C:6]([O:8][CH2:9][CH3:10])=[O:7].Br[CH:15]([C:17]1[CH:22]=[CH:21][C:20]([C:23]2[C:24]([C:29]#[N:30])=[CH:25][CH:26]=[CH:27][CH:28]=2)=[CH:19][CH:18]=1)[CH3:16].Cl, predict the reaction product. The product is: [C:29]([C:24]1[CH:25]=[CH:26][CH:27]=[CH:28][C:23]=1[C:20]1[CH:19]=[CH:18][C:17]([CH:15]([CH:5]([C:4](=[O:3])[CH2:11][CH2:12][CH3:13])[C:6]([O:8][CH2:9][CH3:10])=[O:7])[CH3:16])=[CH:22][CH:21]=1)#[N:30]. (7) Given the reactants FC(F)(F)S(O[C:7]1[CH2:8][CH2:9][N:10]([C:13]([O:15][CH2:16][C:17]2[CH:22]=[CH:21][CH:20]=[CH:19][CH:18]=2)=[O:14])[CH2:11][CH:12]=1)(=O)=O.[C:25]([O:29][C:30]([NH:32][C:33]1[CH:38]=[CH:37][C:36](B2OC(C)(C)C(C)(C)O2)=[CH:35][C:34]=1[O:48][CH3:49])=[O:31])([CH3:28])([CH3:27])[CH3:26].C([O-])(O)=O.[Na+], predict the reaction product. The product is: [CH3:49][O:48][C:34]1[CH:35]=[C:36]([C:7]2[CH2:8][CH2:9][N:10]([C:13]([O:15][CH2:16][C:17]3[CH:22]=[CH:21][CH:20]=[CH:19][CH:18]=3)=[O:14])[CH2:11][CH:12]=2)[CH:37]=[CH:38][C:33]=1[NH:32][C:30]([O:29][C:25]([CH3:28])([CH3:27])[CH3:26])=[O:31]. (8) Given the reactants [Br:1][CH:2]([C:4]1[N:5]=[C:6]2[S:13][CH:12]=[C:11]([CH3:14])[N:7]2[C:8](=[O:10])[CH:9]=1)[CH3:3].[Br:15]N1C(=O)CCC1=O, predict the reaction product. The product is: [Br:15][C:9]1[C:8](=[O:10])[N:7]2[C:11]([CH3:14])=[CH:12][S:13][C:6]2=[N:5][C:4]=1[CH:2]([Br:1])[CH3:3].